From a dataset of hERG potassium channel inhibition data for cardiac toxicity prediction from Karim et al.. Regression/Classification. Given a drug SMILES string, predict its toxicity properties. Task type varies by dataset: regression for continuous values (e.g., LD50, hERG inhibition percentage) or binary classification for toxic/non-toxic outcomes (e.g., AMES mutagenicity, cardiotoxicity, hepatotoxicity). Dataset: herg_karim. The compound is Nc1ccnc(N2CCC(C(=O)N3CCc4ccccc4C3)(c3ccccc3)CC2)c1. The result is 1 (blocker).